This data is from M1 muscarinic receptor antagonist screen with 61,756 compounds. The task is: Binary Classification. Given a drug SMILES string, predict its activity (active/inactive) in a high-throughput screening assay against a specified biological target. The result is 0 (inactive). The molecule is Fc1cc2c3n(C(CC2)C)c(=O)c(c(O)c3c1)C(=O)NCC1OCCC1.